This data is from Peptide-MHC class I binding affinity with 185,985 pairs from IEDB/IMGT. The task is: Regression. Given a peptide amino acid sequence and an MHC pseudo amino acid sequence, predict their binding affinity value. This is MHC class I binding data. (1) The peptide sequence is STTGEWPLI. The MHC is HLA-A02:01 with pseudo-sequence HLA-A02:01. The binding affinity (normalized) is 0.163. (2) The peptide sequence is NFPYLVAYQA. The MHC is Patr-A0701 with pseudo-sequence Patr-A0701. The binding affinity (normalized) is 0.177.